This data is from Full USPTO retrosynthesis dataset with 1.9M reactions from patents (1976-2016). The task is: Predict the reactants needed to synthesize the given product. (1) Given the product [I:1][C:2]1[CH:6]=[CH:5][N:4]([C:10]2[CH:15]=[CH:14][N:13]=[C:12]([O:16][CH3:17])[CH:11]=2)[N:3]=1, predict the reactants needed to synthesize it. The reactants are: [I:1][C:2]1[CH:6]=[CH:5][NH:4][N:3]=1.[H-].[Na+].F[C:10]1[CH:15]=[CH:14][N:13]=[C:12]([O:16][CH3:17])[CH:11]=1. (2) Given the product [C:1]([N:5]1[C:9]([C:10]2[CH:15]=[CH:14][C:13]([F:16])=[CH:12][CH:11]=2)=[C:8]([C:17]([OH:19])=[O:18])[CH:7]=[N:6]1)([CH3:4])([CH3:2])[CH3:3], predict the reactants needed to synthesize it. The reactants are: [C:1]([N:5]1[C:9]([C:10]2[CH:15]=[CH:14][C:13]([F:16])=[CH:12][CH:11]=2)=[C:8]([C:17]([O:19]CC)=[O:18])[CH:7]=[N:6]1)([CH3:4])([CH3:3])[CH3:2].[OH-].[Na+]. (3) Given the product [C:1]([O:5][C:6]([N:8]1[CH2:14][CH2:13][CH2:12][N:11]([C:15]([C:17]2[CH:18]=[C:19]3[C:23](=[CH:24][CH:25]=2)[NH:22][C:21]([C:26]([N:37]2[CH2:36][CH2:35][N:34]([C:32]([O:31][CH2:29][CH3:30])=[O:33])[CH2:39][CH2:38]2)=[O:27])=[CH:20]3)=[O:16])[CH2:10][CH2:9]1)=[O:7])([CH3:4])([CH3:2])[CH3:3], predict the reactants needed to synthesize it. The reactants are: [C:1]([O:5][C:6]([N:8]1[CH2:14][CH2:13][CH2:12][N:11]([C:15]([C:17]2[CH:18]=[C:19]3[C:23](=[CH:24][CH:25]=2)[NH:22][C:21]([C:26](O)=[O:27])=[CH:20]3)=[O:16])[CH2:10][CH2:9]1)=[O:7])([CH3:4])([CH3:3])[CH3:2].[CH2:29]([O:31][C:32]([N:34]1[CH2:39][CH2:38][NH:37][CH2:36][CH2:35]1)=[O:33])[CH3:30].